Task: Predict which catalyst facilitates the given reaction.. Dataset: Catalyst prediction with 721,799 reactions and 888 catalyst types from USPTO (1) Product: [C:1]1([CH:7]2[N:12]3[C:11]4[C:14]([C:19]5[C:20](=[O:24])[CH2:21][CH2:22][CH2:23][C:18]=53)=[CH:15][CH:16]=[CH:17][C:10]=4[O:9][CH2:8]2)[CH:6]=[CH:5][CH:4]=[CH:3][CH:2]=1. The catalyst class is: 11. Reactant: [C:1]1([CH:7]2[N:12](N)[C:11]3[CH:14]=[CH:15][CH:16]=[CH:17][C:10]=3[O:9][CH2:8]2)[CH:6]=[CH:5][CH:4]=[CH:3][CH:2]=1.[C:18]1(=O)[CH2:23][CH2:22][CH2:21][C:20](=[O:24])[CH2:19]1.O.C1(C)C=CC(S(O)(=O)=O)=CC=1. (2) Reactant: [Br:1][C:2]1[CH:3]=[C:4]2[C:9](=[CH:10][CH:11]=1)[NH:8][C:7](=[O:12])[C:6]([C:13]1[CH:18]=[CH:17][CH:16]=[CH:15][CH:14]=1)=[C:5]2O.O([CH3:22])[Na]. Product: [Br:1][C:2]1[CH:3]=[C:4]2[C:9](=[CH:10][CH:11]=1)[N:8]=[C:7]([O:12][CH3:22])[C:6]([C:13]1[CH:18]=[CH:17][CH:16]=[CH:15][CH:14]=1)=[CH:5]2. The catalyst class is: 5. (3) Reactant: [NH2:1][C:2]1[CH:32]=[CH:31][CH:30]=[CH:29][C:3]=1[C:4]([NH:6][C:7]1[CH:28]=[CH:27][C:10]2[N:11]([CH:14]([C:21]3[CH:26]=[CH:25][CH:24]=[CH:23][CH:22]=3)[CH2:15][C:16]([O:18]CC)=[O:17])[CH:12]=[N:13][C:9]=2[CH:8]=1)=[O:5]. Product: [NH2:1][C:2]1[CH:32]=[CH:31][CH:30]=[CH:29][C:3]=1[C:4]([NH:6][C:7]1[CH:28]=[CH:27][C:10]2[N:11]([CH:14]([C:21]3[CH:26]=[CH:25][CH:24]=[CH:23][CH:22]=3)[CH2:15][C:16]([OH:18])=[O:17])[CH:12]=[N:13][C:9]=2[CH:8]=1)=[O:5]. The catalyst class is: 33. (4) Reactant: [F:1][C:2]1[CH:41]=[C:40]([F:42])[CH:39]=[CH:38][C:3]=1[O:4][C:5]1[CH:10]=[CH:9][C:8]([C:11]([F:14])([F:13])[F:12])=[CH:7][C:6]=1[C:15]1[N:16](COCC[Si](C)(C)C)[C:17]([CH3:29])=[C:18]2[C:23]=1[CH:22]=[C:21]([C:24]([NH:26][CH3:27])=[O:25])[NH:20][C:19]2=[O:28].C(O)(C(F)(F)F)=O.C([O-])(=O)C.[Na+]. Product: [F:1][C:2]1[CH:41]=[C:40]([F:42])[CH:39]=[CH:38][C:3]=1[O:4][C:5]1[CH:10]=[CH:9][C:8]([C:11]([F:14])([F:12])[F:13])=[CH:7][C:6]=1[C:15]1[NH:16][C:17]([CH3:29])=[C:18]2[C:23]=1[CH:22]=[C:21]([C:24]([NH:26][CH3:27])=[O:25])[NH:20][C:19]2=[O:28]. The catalyst class is: 4. (5) Reactant: C([O:3][C:4]([C:6]1[CH:7]=[CH:8][C:9]2[S:13][C:12]([C:14]3[C:15]([CH3:20])=[N:16][NH:17][C:18]=3[NH2:19])=[N:11][C:10]=2[CH:21]=1)=O)C.[H-].[Al+3].[Li+].[H-].[H-].[H-].O.O.O.O.O.O.O.O.O.S([O-])([O-])(=O)=O.[Na+].[Na+]. Product: [NH2:19][C:18]1[NH:17][N:16]=[C:15]([CH3:20])[C:14]=1[C:12]1[S:13][C:9]2[CH:8]=[CH:7][C:6]([CH2:4][OH:3])=[CH:21][C:10]=2[N:11]=1. The catalyst class is: 1. (6) Reactant: O.Cl.[CH2:3]([N:10]1[CH2:15][CH2:14][CH2:13][C:12](=[O:16])[CH2:11]1)[C:4]1[CH:9]=[CH:8][CH:7]=[CH:6][CH:5]=1.C(N(CC)CC)C. Product: [CH2:3]([N:10]1[CH2:15][CH2:14][CH2:13][C:12](=[O:16])[CH2:11]1)[C:4]1[CH:5]=[CH:6][CH:7]=[CH:8][CH:9]=1. The catalyst class is: 2.